The task is: Predict the reactants needed to synthesize the given product.. This data is from Full USPTO retrosynthesis dataset with 1.9M reactions from patents (1976-2016). (1) Given the product [Cl:1][C:2]1[N:3]=[C:4]([N:18]2[CH:11]3[CH2:17][CH2:16][CH:15]2[CH2:14][O:13][CH2:12]3)[CH:5]=[C:6]([Cl:8])[N:7]=1, predict the reactants needed to synthesize it. The reactants are: [Cl:1][C:2]1[N:7]=[C:6]([Cl:8])[CH:5]=[C:4](Cl)[N:3]=1.Cl.[CH:11]12[NH:18][CH:15]([CH2:16][CH2:17]1)[CH2:14][O:13][CH2:12]2.C(N(CC)CC)C. (2) Given the product [Cl:1][C:2]1[CH:7]=[CH:6][C:5]([C:8]2[C:13]([O:14][CH2:15][C:16]([F:17])([F:19])[F:18])=[CH:12][N:11]=[C:10]([C:20]([NH:32][CH2:31][C:28]3[CH:27]=[C:26]([CH:23]4[CH2:25][CH2:24]4)[O:30][N:29]=3)=[O:21])[CH:9]=2)=[CH:4][CH:3]=1, predict the reactants needed to synthesize it. The reactants are: [Cl:1][C:2]1[CH:7]=[CH:6][C:5]([C:8]2[C:13]([O:14][CH2:15][C:16]([F:19])([F:18])[F:17])=[CH:12][N:11]=[C:10]([C:20](O)=[O:21])[CH:9]=2)=[CH:4][CH:3]=1.[CH:23]1([C:26]2[O:30][N:29]=[C:28]([CH2:31][NH2:32])[CH:27]=2)[CH2:25][CH2:24]1. (3) Given the product [Cl:1][C:2]1[CH:10]=[C:9]([N:11]2[CH:15]=[C:14]([Cl:16])[CH:13]=[N:12]2)[CH:8]=[CH:7][C:3]=1[C:4]([NH:17][C:18]1[CH:19]=[CH:20][C:21]2[CH2:26][CH2:25][O:24][B:23]([OH:27])[C:22]=2[CH:28]=1)=[O:6], predict the reactants needed to synthesize it. The reactants are: [Cl:1][C:2]1[CH:10]=[C:9]([N:11]2[CH:15]=[C:14]([Cl:16])[CH:13]=[N:12]2)[CH:8]=[CH:7][C:3]=1[C:4]([OH:6])=O.[NH2:17][C:18]1[CH:19]=[CH:20][C:21]2[CH2:26][CH2:25][O:24][B:23]([OH:27])[C:22]=2[CH:28]=1.